This data is from Full USPTO retrosynthesis dataset with 1.9M reactions from patents (1976-2016). The task is: Predict the reactants needed to synthesize the given product. (1) Given the product [Br:1][C:2]1[CH:3]=[C:4]([C:8]2([F:26])[CH2:11][N:10]([C:12]([O:14][C:15]([CH3:18])([CH3:17])[CH3:16])=[O:13])[CH2:9]2)[CH:5]=[CH:6][CH:7]=1, predict the reactants needed to synthesize it. The reactants are: [Br:1][C:2]1[CH:3]=[C:4]([C:8]2(O)[CH2:11][N:10]([C:12]([O:14][C:15]([CH3:18])([CH3:17])[CH3:16])=[O:13])[CH2:9]2)[CH:5]=[CH:6][CH:7]=1.CCN(S(F)(F)[F:26])CC. (2) Given the product [F:40][C@H:35]1[C@@H:34]([O:33][C:3]2[CH:2]=[CH:9][C:8]([C:10]3[N:15]=[C:14]([NH:16][C:17]4[CH:18]=[CH:19][C:20]([N:23]5[CH2:28][CH2:27][N:26]([CH:29]6[CH2:30][O:31][CH2:32]6)[CH2:25][CH2:24]5)=[CH:21][CH:22]=4)[N:13]=[CH:12][N:11]=3)=[CH:7][C:4]=2[C:5]#[N:6])[CH2:39][CH2:38][N:37]([C:71]([C:70]2[NH:69][N:68]=[CH:67][C:66]=2[CH3:65])=[O:72])[CH2:36]1, predict the reactants needed to synthesize it. The reactants are: F[C:2]1[C:3]([O:33][C@H:34]2[CH2:39][CH2:38][NH:37][CH2:36][C@H:35]2[F:40])=[C:4]([CH:7]=[C:8]([C:10]2[N:15]=[C:14]([NH:16][C:17]3[CH:22]=[CH:21][C:20]([N:23]4[CH2:28][CH2:27][N:26]([CH:29]5[CH2:32][O:31][CH2:30]5)[CH2:25][CH2:24]4)=[CH:19][CH:18]=3)[N:13]=[CH:12][N:11]=2)[CH:9]=1)[C:5]#[N:6].CN(C(ON1N=NC2C=CC=NC1=2)=[N+](C)C)C.F[P-](F)(F)(F)(F)F.[CH3:65][C:66]1[CH:67]=[N:68][NH:69][C:70]=1[C:71](O)=[O:72]. (3) The reactants are: [F:1][C:2]1[C:3]([CH2:14][N:15]([CH3:23])[C:16](=[O:22])[O:17][C:18]([CH3:21])([CH3:20])[CH3:19])=[CH:4][NH:5][C:6]=1[C:7]1[C:8]([F:13])=[N:9][CH:10]=[CH:11][CH:12]=1.[H-].[Na+].C1OCCOCCOCCOCCOC1.[CH:41]1([S:47](Cl)(=[O:49])=[O:48])[CH2:46][CH2:45][CH2:44][CH2:43][CH2:42]1. Given the product [CH:41]1([S:47]([N:5]2[C:6]([C:7]3[C:8]([F:13])=[N:9][CH:10]=[CH:11][CH:12]=3)=[C:2]([F:1])[C:3]([CH2:14][N:15]([CH3:23])[C:16](=[O:22])[O:17][C:18]([CH3:19])([CH3:20])[CH3:21])=[CH:4]2)(=[O:49])=[O:48])[CH2:46][CH2:45][CH2:44][CH2:43][CH2:42]1, predict the reactants needed to synthesize it. (4) Given the product [CH2:37]([NH:13][CH2:11][CH3:10])[CH3:38].[Cl:1][C:2]1[CH:3]=[C:4]([CH:18]=[CH:19][C:20]=1[Cl:21])[O:5][CH2:6][C:7]1[C:15]([F:16])=[CH:14][C:10]([C:11]([NH:13][S:33]([CH3:32])(=[O:35])=[O:34])=[O:12])=[C:9]([F:17])[CH:8]=1, predict the reactants needed to synthesize it. The reactants are: [Cl:1][C:2]1[CH:3]=[C:4]([CH:18]=[CH:19][C:20]=1[Cl:21])[O:5][CH2:6][C:7]1[C:15]([F:16])=[CH:14][C:10]([C:11]([NH2:13])=[O:12])=[C:9]([F:17])[CH:8]=1.C[Si](C)(C)[N-][Si](C)(C)C.[Li+].[CH3:32][S:33](Cl)(=[O:35])=[O:34].[CH2:37]1COC[CH2:38]1. (5) Given the product [CH3:33][N:34]([CH3:40])[C@H:35]1[CH2:39][CH2:38][N:37]([C:2]2[C:3]([C:20]3[CH:25]=[CH:24][CH:23]=[CH:22][CH:21]=3)=[C:4]([CH3:19])[C:5]([C:17]#[N:18])=[C:6]3[C:10]=2[O:9][C:8]([N:11]2[CH2:14][C:13]([OH:16])([CH3:15])[CH2:12]2)=[N:7]3)[CH2:36]1, predict the reactants needed to synthesize it. The reactants are: F[C:2]1[C:3]([C:20]2[CH:25]=[CH:24][CH:23]=[CH:22][CH:21]=2)=[C:4]([CH3:19])[C:5]([C:17]#[N:18])=[C:6]2[C:10]=1[O:9][C:8]([N:11]1[CH2:14][C:13]([OH:16])([CH3:15])[CH2:12]1)=[N:7]2.C(N(CC)CC)C.[CH3:33][N:34]([CH3:40])[C@H:35]1[CH2:39][CH2:38][NH:37][CH2:36]1.